From a dataset of Reaction yield outcomes from USPTO patents with 853,638 reactions. Predict the reaction yield, written as a fraction of the theoretical maximum amount of product (1.0 means a 100% yield; for example, 0.34 means a 34% yield). The catalyst is N1C=CC=CC=1. The yield is 0.780. The reactants are [F:1][CH2:2][CH2:3][OH:4].[C:5]1([CH3:15])[CH:10]=[CH:9][C:8]([S:11](Cl)(=[O:13])=[O:12])=[CH:7][CH:6]=1.O.CCOC(C)=O. The product is [F:1][CH2:2][CH2:3][O:4][S:11]([C:8]1[CH:9]=[CH:10][C:5]([CH3:15])=[CH:6][CH:7]=1)(=[O:13])=[O:12].